From a dataset of NCI-60 drug combinations with 297,098 pairs across 59 cell lines. Regression. Given two drug SMILES strings and cell line genomic features, predict the synergy score measuring deviation from expected non-interaction effect. (1) Synergy scores: CSS=6.33, Synergy_ZIP=-0.600, Synergy_Bliss=0.535, Synergy_Loewe=-2.49, Synergy_HSA=-0.996. Cell line: NCI-H226. Drug 1: CN(CCCl)CCCl.Cl. Drug 2: C1CNP(=O)(OC1)N(CCCl)CCCl. (2) Drug 1: COC1=C2C(=CC3=C1OC=C3)C=CC(=O)O2. Drug 2: COCCOC1=C(C=C2C(=C1)C(=NC=N2)NC3=CC=CC(=C3)C#C)OCCOC.Cl. Cell line: SK-MEL-2. Synergy scores: CSS=1.15, Synergy_ZIP=2.68, Synergy_Bliss=-0.896, Synergy_Loewe=-3.97, Synergy_HSA=-7.45. (3) Drug 2: C1C(C(OC1N2C=NC(=NC2=O)N)CO)O. Synergy scores: CSS=3.14, Synergy_ZIP=5.69, Synergy_Bliss=-0.468, Synergy_Loewe=-11.1, Synergy_HSA=-5.69. Cell line: HCT-15. Drug 1: CC1=CC=C(C=C1)C2=CC(=NN2C3=CC=C(C=C3)S(=O)(=O)N)C(F)(F)F. (4) Drug 1: C1=C(C(=O)NC(=O)N1)N(CCCl)CCCl. Drug 2: CC1=C(N=C(N=C1N)C(CC(=O)N)NCC(C(=O)N)N)C(=O)NC(C(C2=CN=CN2)OC3C(C(C(C(O3)CO)O)O)OC4C(C(C(C(O4)CO)O)OC(=O)N)O)C(=O)NC(C)C(C(C)C(=O)NC(C(C)O)C(=O)NCCC5=NC(=CS5)C6=NC(=CS6)C(=O)NCCC[S+](C)C)O. Cell line: SK-OV-3. Synergy scores: CSS=29.4, Synergy_ZIP=-3.47, Synergy_Bliss=4.76, Synergy_Loewe=3.56, Synergy_HSA=5.43.